From a dataset of Reaction yield outcomes from USPTO patents with 853,638 reactions. Predict the reaction yield, written as a fraction of the theoretical maximum amount of product (1.0 means a 100% yield; for example, 0.34 means a 34% yield). (1) The reactants are Cl[C:2]1[C:11]2[C:6](=[C:7]([O:14][CH3:15])[C:8]([O:12][CH3:13])=[CH:9][CH:10]=2)[N:5]=[CH:4][N:3]=1.Cl.[O:17]1[CH2:21][CH2:20][C@H:19]([NH2:22])[CH2:18]1.CCN(C(C)C)C(C)C. The catalyst is CN(C=O)C. The product is [CH3:13][O:12][C:8]1[C:7]([O:14][CH3:15])=[C:6]2[C:11]([C:2]([NH:22][C@H:19]3[CH2:20][CH2:21][O:17][CH2:18]3)=[N:3][CH:4]=[N:5]2)=[CH:10][CH:9]=1. The yield is 0.670. (2) The reactants are [CH3:1][N:2]1[CH2:7][CH2:6][N:5]([C:8](=[O:21])[CH2:9][CH2:10][CH2:11][O:12][C:13]2[CH:14]=[C:15]([CH:18]=[CH:19][CH:20]=2)[CH:16]=O)[CH2:4][CH2:3]1.[CH:22]([C:24]1[CH:25]=C(C=C[CH:36]=1)OCCCC(O)=O)=O.CN1CCNCC1.CN(C)CCCN=C=NCC.O.O[N:57]1[C:61]2[CH:62]=[CH:63][CH:64]=[CH:65][C:60]=2[N:59]=N1. The catalyst is ClCCl.O. The product is [C:24]([C:63]1[CH:64]=[CH:65][C:60]2[NH:59][C:16]([C:15]3[CH:14]=[C:13]([CH:20]=[CH:19][CH:18]=3)[O:12][CH2:11][CH2:10][CH2:9][C:8]([N:5]3[CH2:6][CH2:7][N:2]([CH3:1])[CH2:3][CH2:4]3)=[O:21])=[N:57][C:61]=2[CH:62]=1)([CH3:25])([CH3:36])[CH3:22]. The yield is 0.620.